This data is from Catalyst prediction with 721,799 reactions and 888 catalyst types from USPTO. The task is: Predict which catalyst facilitates the given reaction. (1) Reactant: [F:1][CH:2]([F:37])[C:3]1[N:7]([C:8]2[N:13]=[C:12]([N:14]3[CH2:19][CH2:18][O:17][CH2:16][CH2:15]3)[N:11]=[C:10]([N:20]3[CH2:25][CH2:24][N:23]([S:26]([CH:29]=[CH2:30])(=[O:28])=[O:27])[CH2:22][CH2:21]3)[N:9]=2)[C:6]2[CH:31]=[CH:32][CH:33]=[C:34]([O:35][CH3:36])[C:5]=2[N:4]=1.[NH:38]1[CH2:43][CH2:42][CH2:41][CH2:40][CH2:39]1.O1CCOCC1. Product: [F:37][CH:2]([F:1])[C:3]1[N:7]([C:8]2[N:13]=[C:12]([N:14]3[CH2:15][CH2:16][O:17][CH2:18][CH2:19]3)[N:11]=[C:10]([N:20]3[CH2:21][CH2:22][N:23]([S:26]([CH2:29][CH2:30][N:38]4[CH2:43][CH2:42][CH2:41][CH2:40][CH2:39]4)(=[O:28])=[O:27])[CH2:24][CH2:25]3)[N:9]=2)[C:6]2[CH:31]=[CH:32][CH:33]=[C:34]([O:35][CH3:36])[C:5]=2[N:4]=1. The catalyst class is: 1. (2) Reactant: [CH2:1]([NH:5][C:6]1[N:14]=[CH:13][CH:12]=[CH:11][C:7]=1[C:8]([OH:10])=O)[CH2:2][CH2:3][CH3:4].CCN=C=NCCCN(C)C.C1C=CC2N(O)N=NC=2C=1.CCN(C(C)C)C(C)C.[CH3:45][C:46]([NH2:50])([C:48]#[CH:49])[CH3:47]. Product: [CH2:1]([NH:5][C:6]1[N:14]=[CH:13][CH:12]=[CH:11][C:7]=1[C:8]([NH:50][C:46]([CH3:47])([C:48]#[CH:49])[CH3:45])=[O:10])[CH2:2][CH2:3][CH3:4]. The catalyst class is: 2. (3) Reactant: [Cl:1][C:2]1[CH:7]=[C:6]([Cl:8])[CH:5]=[CH:4][C:3]=1[CH:9](O)[C:10]1[N:14]([CH2:15][CH2:16][NH:17][C:18](=[O:24])[O:19][C:20]([CH3:23])([CH3:22])[CH3:21])[C:13]2[C:25]([N:29]([CH2:32][CH3:33])[CH2:30][CH3:31])=[CH:26][CH:27]=[CH:28][C:12]=2[N:11]=1.C1(P(C2C=CC=CC=2)C2C=CC=CC=2)C=CC=CC=1.N(C(OCC)=O)=NC(OCC)=O.C1(C)C=CC=CC=1. Product: [Cl:1][C:2]1[CH:7]=[C:6]([Cl:8])[CH:5]=[CH:4][C:3]=1[CH:9]1[C:10]2=[N:11][C:12]3[CH:28]=[CH:27][CH:26]=[C:25]([N:29]([CH2:32][CH3:33])[CH2:30][CH3:31])[C:13]=3[N:14]2[CH2:15][CH2:16][N:17]1[C:18]([O:19][C:20]([CH3:23])([CH3:22])[CH3:21])=[O:24]. The catalyst class is: 7. (4) Reactant: [Br:1][C:2]1[CH:3]=[C:4]([CH:15]=[CH:16][C:17]=1[Cl:18])[CH2:5][NH:6][CH2:7][CH:8]([O:12][CH2:13][CH3:14])[O:9][CH2:10][CH3:11].[CH3:19][C:20]1[CH:25]=[CH:24][C:23]([S:26](Cl)(=[O:28])=[O:27])=[CH:22][CH:21]=1. Product: [Br:1][C:2]1[CH:3]=[C:4]([CH:15]=[CH:16][C:17]=1[Cl:18])[CH2:5][N:6]([S:26]([C:23]1[CH:24]=[CH:25][C:20]([CH3:19])=[CH:21][CH:22]=1)(=[O:28])=[O:27])[CH2:7][CH:8]([O:9][CH2:10][CH3:11])[O:12][CH2:13][CH3:14]. The catalyst class is: 202. (5) Reactant: [CH3:1][CH:2]1[CH2:6][C:5]2([CH2:11][CH2:10][CH2:9][CH2:8][CH2:7]2)[CH:4]([OH:12])[O:3]1.[C:13](OC(=O)C)(=[O:15])[CH3:14]. Product: [C:13]([O:12][CH:4]1[C:5]2([CH2:11][CH2:10][CH2:9][CH2:8][CH2:7]2)[CH2:6][CH:2]([CH3:1])[O:3]1)(=[O:15])[CH3:14]. The catalyst class is: 17.